From a dataset of Peptide-MHC class I binding affinity with 185,985 pairs from IEDB/IMGT. Regression. Given a peptide amino acid sequence and an MHC pseudo amino acid sequence, predict their binding affinity value. This is MHC class I binding data. (1) The peptide sequence is PHRSNDDYV. The MHC is H-2-Db with pseudo-sequence H-2-Db. The binding affinity (normalized) is 0.0641. (2) The peptide sequence is YVKNGTKGK. The MHC is HLA-A68:01 with pseudo-sequence HLA-A68:01. The binding affinity (normalized) is 0.661. (3) The peptide sequence is VTPDYADILLH. The MHC is Mamu-A01 with pseudo-sequence Mamu-A01. The binding affinity (normalized) is 0.599. (4) The peptide sequence is FDEISMATNY. The MHC is HLA-A24:02 with pseudo-sequence HLA-A24:02. The binding affinity (normalized) is 0. (5) The peptide sequence is TAVAKCNQNH. The MHC is HLA-A03:01 with pseudo-sequence HLA-A03:01. The binding affinity (normalized) is 0.